This data is from Catalyst prediction with 721,799 reactions and 888 catalyst types from USPTO. The task is: Predict which catalyst facilitates the given reaction. (1) Reactant: [OH-].[Na+].C(O)C.[C:6]([C:9]1[CH:10]=[C:11]([C:15]2[CH:20]=[CH:19][C:18]([CH2:21][C:22]([S:37]([C:40]3[S:41][CH:42]=[CH:43][CH:44]=3)(=[O:39])=[O:38])([NH2:36])[C:23]3[N:28]=[C:27]([NH:29][CH2:30][C:31]([O:33]CC)=[O:32])[CH:26]=[CH:25][CH:24]=3)=[CH:17][CH:16]=2)[CH:12]=[CH:13][CH:14]=1)#[C:7][CH3:8].Cl. Product: [C:6]([C:9]1[CH:10]=[C:11]([C:15]2[CH:16]=[CH:17][C:18]([CH2:21][C:22]([S:37]([C:40]3[S:41][CH:42]=[CH:43][CH:44]=3)(=[O:38])=[O:39])([NH2:36])[C:23]3[N:28]=[C:27]([NH:29][CH2:30][C:31]([OH:33])=[O:32])[CH:26]=[CH:25][CH:24]=3)=[CH:19][CH:20]=2)[CH:12]=[CH:13][CH:14]=1)#[C:7][CH3:8]. The catalyst class is: 6. (2) Reactant: [C:1]([C:4]1[NH:8][N:7]=[C:6]([O:9][S:10]([C:13]2[CH:18]=[CH:17][C:16]([CH3:19])=[CH:15][CH:14]=2)(=[O:12])=[O:11])[C:5]=1[CH:20]1[CH2:24][CH2:23][CH2:22][CH2:21]1)(=O)[CH3:2].[F:25][C:26]1[CH:35]=[CH:34][CH:33]=[CH:32][C:27]=1[C:28]([NH:30][NH2:31])=O.C1C=CC(C2C=CC=CC=2)=CC=1.C1C=CC(OC2C=CC=CC=2)=CC=1. Product: [CH:20]1([C:5]2[C:6]([O:9][S:10]([C:13]3[CH:18]=[CH:17][C:16]([CH3:19])=[CH:15][CH:14]=3)(=[O:12])=[O:11])=[N:7][N:8]3[C:4]=2[C:1]([CH3:2])=[N:31][N:30]=[C:28]3[C:27]2[CH:32]=[CH:33][CH:34]=[CH:35][C:26]=2[F:25])[CH2:24][CH2:23][CH2:22][CH2:21]1. The catalyst class is: 113. (3) Reactant: [NH2:1][C:2]1[C:7]([C:8](=[O:10])[NH2:9])=[CH:6][CH:5]=[CH:4][C:3]=1[NH:11][C:12]([C:14]1[S:15][C:16]([C:19](=[O:21])[CH3:20])=[CH:17][CH:18]=1)=O.C(O)(=O)C. Product: [C:19]([C:16]1[S:15][C:14]([C:12]2[NH:11][C:3]3[CH:4]=[CH:5][CH:6]=[C:7]([C:8]([NH2:9])=[O:10])[C:2]=3[N:1]=2)=[CH:18][CH:17]=1)(=[O:21])[CH3:20]. The catalyst class is: 3. (4) Reactant: CO[C:3]([C:5]1[CH:14]=[CH:13][C:12]2[CH2:11][CH2:10][CH:9]([NH2:15])[CH2:8][C:7]=2[CH:6]=1)=[O:4].[Cl:16][C:17]1[CH:22]=[C:21]([Cl:23])[CH:20]=[CH:19][C:18]=1[S:24](Cl)(=[O:26])=[O:25].[OH:28][NH2:29].[OH-].[K+]. Product: [OH:28][NH:29][C:3]([C:5]1[CH:14]=[CH:13][C:12]2[CH2:11][CH2:10][CH:9]([NH:15][S:24]([C:18]3[CH:19]=[CH:20][C:21]([Cl:23])=[CH:22][C:17]=3[Cl:16])(=[O:26])=[O:25])[CH2:8][C:7]=2[CH:6]=1)=[O:4]. The catalyst class is: 4. (5) Reactant: [CH3:1][S:2]([NH:5][C:6]1[CH:10]=[CH:9][S:8][C:7]=1[C:11]([OH:13])=[O:12])(=[O:4])=[O:3].[Cl:14][C:15]1[CH:16]=[N+:17]([O-:40])[CH:18]=[C:19]([Cl:39])[C:20]=1[CH2:21][C@@H:22]([C:24]1[CH:29]=[CH:28][C:27]([O:30][CH:31]([F:33])[F:32])=[C:26]([O:34][CH2:35][CH:36]2[CH2:38][CH2:37]2)[CH:25]=1)O.C(Cl)CCl. Product: [Cl:14][C:15]1[CH:16]=[N+:17]([O-:40])[CH:18]=[C:19]([Cl:39])[C:20]=1[CH2:21][C@@H:22]([C:24]1[CH:29]=[CH:28][C:27]([O:30][CH:31]([F:33])[F:32])=[C:26]([O:34][CH2:35][CH:36]2[CH2:38][CH2:37]2)[CH:25]=1)[O:12][C:11]([C:7]1[S:8][CH:9]=[CH:10][C:6]=1[NH:5][S:2]([CH3:1])(=[O:3])=[O:4])=[O:13]. The catalyst class is: 79. (6) Product: [CH2:1]([O:5][C:6]1[CH:7]=[CH:8][C:9]([S:12]([N:15]([CH:17]([C:22]2[CH:23]=[CH:24][C:25]([O:28][CH2:29][CH2:30][CH2:31][NH:32][C:33]([O:35][CH2:36][CH3:37])=[O:34])=[CH:26][CH:27]=2)[C:18]([OH:20])=[O:19])[CH3:16])(=[O:13])=[O:14])=[CH:10][CH:11]=1)[C:2]#[C:3][CH3:4]. The catalyst class is: 36. Reactant: [CH2:1]([O:5][C:6]1[CH:11]=[CH:10][C:9]([S:12]([N:15]([CH:17]([C:22]2[CH:27]=[CH:26][C:25]([O:28][CH2:29][CH2:30][CH2:31][NH:32][C:33]([O:35][CH2:36][CH3:37])=[O:34])=[CH:24][CH:23]=2)[C:18]([O:20]C)=[O:19])[CH3:16])(=[O:14])=[O:13])=[CH:8][CH:7]=1)[C:2]#[C:3][CH3:4].[OH-].[Na+]. (7) Reactant: Br[C:2]1[CH:14]=[CH:13][C:5]2[NH:6][C:7](=[O:12])[O:8][C:9]([CH3:11])([CH3:10])[C:4]=2[CH:3]=1.[C:15]([O:19][C:20]([N:22]1[CH:26]=[CH:25][CH:24]=[C:23]1B(O)O)=[O:21])([CH3:18])([CH3:17])[CH3:16].C(=O)([O-])[O-].[K+].[K+].C(=O)(O)[O-].[Na+]. Product: [C:15]([O:19][C:20]([N:22]1[CH:26]=[CH:25][CH:24]=[C:23]1[C:2]1[CH:14]=[CH:13][C:5]2[NH:6][C:7](=[O:12])[O:8][C:9]([CH3:11])([CH3:10])[C:4]=2[CH:3]=1)=[O:21])([CH3:18])([CH3:16])[CH3:17]. The catalyst class is: 460.